Dataset: Forward reaction prediction with 1.9M reactions from USPTO patents (1976-2016). Task: Predict the product of the given reaction. (1) Given the reactants [Cl:1][C:2]1[CH:3]=[C:4]([C:9]2[C:10](=[O:27])[N:11]3[C:15]([CH2:18][C:19]4[CH:26]=[CH:25][C:22]([C:23]#[N:24])=[CH:21][CH:20]=4)([C:16]=2[OH:17])[CH2:14][CH2:13][CH2:12]3)[CH:5]=[C:6]([Cl:8])[CH:7]=1.P(OC)(OC)(O[CH3:31])=O.C([O-])([O-])=O.[K+].[K+], predict the reaction product. The product is: [Cl:8][C:6]1[CH:5]=[C:4]([C:9]2[C:10](=[O:27])[N:11]3[C:15]([CH2:18][C:19]4[CH:26]=[CH:25][C:22]([C:23]#[N:24])=[CH:21][CH:20]=4)([C:16]=2[O:17][CH3:31])[CH2:14][CH2:13][CH2:12]3)[CH:3]=[C:2]([Cl:1])[CH:7]=1. (2) Given the reactants [C:1]([O:5][C:6]([C:8]1[S:12][C:11]([N:13]2[CH2:18][CH2:17][N:16]([S:19]([C:22]3[CH:27]=[CH:26][C:25]([O:28][C:29]([F:32])([F:31])[F:30])=[CH:24][CH:23]=3)(=[O:21])=[O:20])[C@@H:15]([C:33]([OH:35])=O)[CH2:14]2)=[N:10][C:9]=1[CH3:36])=[O:7])([CH3:4])([CH3:3])[CH3:2].[CH:37]([C:40]1[N:45]=[CH:44][C:43]([CH2:46][NH2:47])=[CH:42][CH:41]=1)([CH3:39])[CH3:38].O.ON1C2C=CC=CC=2N=N1.Cl.C(N=C=NCCCN(C)C)C, predict the reaction product. The product is: [C:1]([O:5][C:6]([C:8]1[S:12][C:11]([N:13]2[CH2:18][CH2:17][N:16]([S:19]([C:22]3[CH:27]=[CH:26][C:25]([O:28][C:29]([F:32])([F:30])[F:31])=[CH:24][CH:23]=3)(=[O:21])=[O:20])[C@@H:15]([C:33](=[O:35])[NH:47][CH2:46][C:43]3[CH:44]=[N:45][C:40]([CH:37]([CH3:39])[CH3:38])=[CH:41][CH:42]=3)[CH2:14]2)=[N:10][C:9]=1[CH3:36])=[O:7])([CH3:4])([CH3:2])[CH3:3].